Dataset: Reaction yield outcomes from USPTO patents with 853,638 reactions. Task: Predict the reaction yield, written as a fraction of the theoretical maximum amount of product (1.0 means a 100% yield; for example, 0.34 means a 34% yield). (1) The reactants are [OH:1][CH:2]1[CH2:7][CH2:6][CH2:5][N:4]([C:8]([O:10][C:11]([CH3:14])([CH3:13])[CH3:12])=[O:9])[CH2:3]1.[H-].[Na+].Br[CH2:18][C:19]([O:21][CH3:22])=[O:20]. The catalyst is C1COCC1. The product is [CH3:22][O:21][C:19](=[O:20])[CH2:18][O:1][CH:2]1[CH2:7][CH2:6][CH2:5][N:4]([C:8]([O:10][C:11]([CH3:14])([CH3:13])[CH3:12])=[O:9])[CH2:3]1. The yield is 0.820. (2) No catalyst specified. The product is [CH3:36][C@H:37]([O:40][C:41]1[N:42]=[CH:43][C:44]([C:47]([NH:49][C:50]2[CH:51]=[CH:52][C:53]([F:84])=[C:54]([C@:56]3([CH3:83])[C@H:62]4[C@:60]([C:63]([OH:65])=[O:64])([CH2:61]4)[S:59][C:58]([N:67]([C:76]([O:78][C:79]([CH3:82])([CH3:81])[CH3:80])=[O:77])[CH2:68][O:69][CH2:70][CH2:71][Si:72]([CH3:73])([CH3:75])[CH3:74])=[N:57]3)[CH:55]=2)=[O:48])=[N:45][CH:46]=1)[C:38]#[CH:39]. The reactants are BrC1C=CC(F)=C([C@]2(C)C3[C@](C(O)=O)(C3)SC(N(C(OC(C)(C)C)=O)COCC[Si](C)(C)C)=N2)C=1.[CH3:36][C@H:37]([O:40][C:41]1[N:42]=[CH:43][C:44]([C:47]([NH:49][C:50]2[CH:51]=[CH:52][C:53]([F:84])=[C:54]([C@:56]3([CH3:83])[C@H:62]4[C@:60]([C:63]([O:65]C)=[O:64])([CH2:61]4)[S:59][C:58]([N:67]([C:76]([O:78][C:79]([CH3:82])([CH3:81])[CH3:80])=[O:77])[CH2:68][O:69][CH2:70][CH2:71][Si:72]([CH3:75])([CH3:74])[CH3:73])=[N:57]3)[CH:55]=2)=[O:48])=[N:45][CH:46]=1)[C:38]#[CH:39]. The yield is 0.980. (3) The yield is 0.760. The product is [F:1][C:2]([F:29])([F:30])[C:3]1[CH:4]=[C:5]([CH:22]=[C:23]([C:25]([F:28])([F:27])[F:26])[CH:24]=1)[CH2:6][N:7]([CH3:31])[C:8]([C:10]1[C:11]([C:16]2[CH:21]=[CH:20][CH:19]=[CH:18][CH:17]=2)=[CH:12][CH:13]=[CH:14][CH:15]=1)=[O:9]. The reactants are [F:1][C:2]([F:30])([F:29])[C:3]1[CH:4]=[C:5]([CH:22]=[C:23]([C:25]([F:28])([F:27])[F:26])[CH:24]=1)[CH2:6][NH:7][C:8]([C:10]1[C:11]([C:16]2[CH:21]=[CH:20][CH:19]=[CH:18][CH:17]=2)=[CH:12][CH:13]=[CH:14][CH:15]=1)=[O:9].[CH3:31]N(C)C=O.CI.O. The catalyst is [Cl-].[Na+].O. (4) The reactants are Cl.[OH:2][CH:3]1[CH2:6][NH:5][CH2:4]1.C(N(CC)C(C)C)(C)C.[C:16]([C:20]1[N:24]([CH2:25][CH:26]2[CH2:31][CH2:30][C:29]([F:33])([F:32])[CH2:28][CH2:27]2)[C:23]2[CH:34]=[CH:35][C:36]([S:38](Cl)(=[O:40])=[O:39])=[CH:37][C:22]=2[N:21]=1)([CH3:19])([CH3:18])[CH3:17]. The catalyst is ClCCl.CCOC(C)=O. The product is [C:16]([C:20]1[N:24]([CH2:25][CH:26]2[CH2:27][CH2:28][C:29]([F:33])([F:32])[CH2:30][CH2:31]2)[C:23]2[CH:34]=[CH:35][C:36]([S:38]([N:5]3[CH2:6][CH:3]([OH:2])[CH2:4]3)(=[O:39])=[O:40])=[CH:37][C:22]=2[N:21]=1)([CH3:19])([CH3:17])[CH3:18]. The yield is 0.620. (5) The reactants are [CH:1]1([CH2:6][C@H:7]([CH2:27][N:28]([CH:37]=[O:38])[O:29]CC2C=CC=CC=2)[C:8]([N:10]2[C@H:14]([C:15]([NH:17][C:18]3[C:23]([O:24][CH3:25])=[N:22][CH:21]=[CH:20][N:19]=3)=[O:16])[CH2:13][CH2:12][N:11]2[CH3:26])=[O:9])[CH2:5][CH2:4][CH2:3][CH2:2]1. The catalyst is CO.[OH-].[OH-].[Pd+2]. The product is [CH:1]1([CH2:6][C@H:7]([CH2:27][N:28]([CH:37]=[O:38])[OH:29])[C:8]([N:10]2[C@H:14]([C:15]([NH:17][C:18]3[C:23]([O:24][CH3:25])=[N:22][CH:21]=[CH:20][N:19]=3)=[O:16])[CH2:13][CH2:12][N:11]2[CH3:26])=[O:9])[CH2:2][CH2:3][CH2:4][CH2:5]1. The yield is 0.543. (6) The reactants are [Cl:1][C:2]1[C:3]([CH3:15])=[C:4]([CH:13]=[CH2:14])[C:5]([O:11][CH3:12])=[C:6]([C:8](=[O:10])[CH3:9])[CH:7]=1.Cl[C:17](Cl)(Cl)[C:18](Cl)=[O:19].P(Cl)(Cl)(Cl)=O. The catalyst is CCOCC.COCCOC.C(O)(=O)C.O.[Cu].[Zn].[Zn]. The product is [C:8]([C:6]1[C:5]([O:11][CH3:12])=[C:4]([CH:13]2[CH2:17][C:18](=[O:19])[CH2:14]2)[C:3]([CH3:15])=[C:2]([Cl:1])[CH:7]=1)(=[O:10])[CH3:9]. The yield is 0.270.